This data is from Catalyst prediction with 721,799 reactions and 888 catalyst types from USPTO. The task is: Predict which catalyst facilitates the given reaction. (1) Product: [NH2:19][C:17](=[O:18])[CH2:16][C:11]1[CH:12]=[CH:13][CH:14]=[CH:15][C:10]=1[CH2:9][CH2:8][C:6]1[C:5]([CH3:20])=[CH:4][N:3]=[C:2]([NH:69][C:70]2[CH:71]=[CH:72][C:73]([C:76]3([NH:80][C:81](=[O:84])[O:82][CH3:83])[CH2:77][CH2:78][CH2:79]3)=[CH:74][CH:75]=2)[N:7]=1. The catalyst class is: 231. Reactant: Cl[C:2]1[N:7]=[C:6]([CH2:8][CH2:9][C:10]2[CH:15]=[CH:14][CH:13]=[CH:12][C:11]=2[CH2:16][C:17]([NH2:19])=[O:18])[C:5]([CH3:20])=[CH:4][N:3]=1.CC1(C)C2C(=C(P(C3C=CC=CC=3)C3C=CC=CC=3)C=CC=2)OC2C(P(C3C=CC=CC=3)C3C=CC=CC=3)=CC=CC1=2.C([O-])([O-])=O.[Cs+].[Cs+].[NH2:69][C:70]1[CH:75]=[CH:74][C:73]([C:76]2([NH:80][C:81](=[O:84])[O:82][CH3:83])[CH2:79][CH2:78][CH2:77]2)=[CH:72][CH:71]=1. (2) Reactant: [CH3:1][O:2][C:3](=[O:36])[C:4]1[CH:9]=[C:8]([O:10][C:11]2[CH:16]=[CH:15][C:14]([NH2:17])=[C:13]([CH2:18][C:19]3[CH:24]=[CH:23][CH:22]=[CH:21][CH:20]=3)[CH:12]=2)[CH:7]=[CH:6][C:5]=1[NH:25][S:26]([C:29]1[CH:34]=[CH:33][C:32]([CH3:35])=[CH:31][CH:30]=1)(=[O:28])=[O:27].[S:37](Cl)([C:40]1[CH:46]=[CH:45][C:43]([CH3:44])=[CH:42][CH:41]=1)(=[O:39])=[O:38].N1C=CC=CC=1. Product: [CH3:1][O:2][C:3](=[O:36])[C:4]1[CH:9]=[C:8]([O:10][C:11]2[CH:16]=[CH:15][C:14]([NH:17][S:37]([C:40]3[CH:46]=[CH:45][C:43]([CH3:44])=[CH:42][CH:41]=3)(=[O:39])=[O:38])=[C:13]([CH2:18][C:19]3[CH:24]=[CH:23][CH:22]=[CH:21][CH:20]=3)[CH:12]=2)[CH:7]=[CH:6][C:5]=1[NH:25][S:26]([C:29]1[CH:34]=[CH:33][C:32]([CH3:35])=[CH:31][CH:30]=1)(=[O:28])=[O:27]. The catalyst class is: 2. (3) Reactant: [NH3:1].CO.[CH2:4]([O:11][N:12]1[C:18](=[O:19])[N:17]2[CH2:20][C@H:13]1[CH2:14][CH2:15][C@H:16]2[C:21]1[O:25][N:24]=[C:23]([C:26]([O:28]CC)=O)[N:22]=1)[C:5]1[CH:10]=[CH:9][CH:8]=[CH:7][CH:6]=1. Product: [CH2:4]([O:11][N:12]1[C:18](=[O:19])[N:17]2[CH2:20][C@H:13]1[CH2:14][CH2:15][C@H:16]2[C:21]1[O:25][N:24]=[C:23]([C:26]([NH2:1])=[O:28])[N:22]=1)[C:5]1[CH:10]=[CH:9][CH:8]=[CH:7][CH:6]=1. The catalyst class is: 32. (4) Reactant: [BH4-].[Na+].[F:3][C:4]1[CH:9]=[CH:8][C:7]([CH2:10][CH2:11][C:12]([O:14][CH2:15][CH3:16])=[O:13])=[CH:6][C:5]=1[NH:17]C(=O)C(F)(F)F. Product: [NH2:17][C:5]1[CH:6]=[C:7]([CH2:10][CH2:11][C:12]([O:14][CH2:15][CH3:16])=[O:13])[CH:8]=[CH:9][C:4]=1[F:3]. The catalyst class is: 8. (5) Reactant: [BH4-].[Na+].[F:3][C:4]1[CH:9]=[CH:8][C:7]([F:10])=[CH:6][C:5]=1[CH:11]1[S:16][CH2:15][CH:14]([OH:17])[CH:13]=[C:12]1[N+:18]([O-:20])=[O:19].Cl.C([O-])(O)=O.[Na+]. Product: [F:3][C:4]1[CH:9]=[CH:8][C:7]([F:10])=[CH:6][C:5]=1[C@H:11]1[S:16][CH2:15][CH:14]([OH:17])[CH2:13][C@@H:12]1[N+:18]([O-:20])=[O:19]. The catalyst class is: 191. (6) Reactant: [CH3:1][C:2]([C:4]1[CH:5]=[CH:6][C:7]([OH:10])=[CH:8][CH:9]=1)=[O:3].[CH3:11][CH:12]([CH2:18][CH3:19])[C:13](OCC)=[O:14].CC(C)([O-])C.[Na+]. Product: [OH:10][C:7]1[CH:8]=[CH:9][C:4]([C:2](=[O:3])[CH2:1][C:13](=[O:14])[CH:12]([CH3:11])[CH2:18][CH3:19])=[CH:5][CH:6]=1. The catalyst class is: 1. (7) The catalyst class is: 31. Reactant: [Br:1][C:2]1[CH:25]=[CH:24][C:5]2[N:6]([C:20]([CH3:23])([CH3:22])[CH3:21])[C:7]([C:9]3[CH:14]=[CH:13][CH:12]=[CH:11][C:10]=3[C:15]3[N:19]=[CH:18][NH:17][N:16]=3)=[N:8][C:4]=2[CH:3]=1.[C:26]([O-])([O-])=O.[K+].[K+].CI. Product: [Br:1][C:2]1[CH:25]=[CH:24][C:5]2[N:6]([C:20]([CH3:22])([CH3:21])[CH3:23])[C:7]([C:9]3[CH:14]=[CH:13][CH:12]=[CH:11][C:10]=3[C:15]3[N:19]=[CH:18][N:17]([CH3:26])[N:16]=3)=[N:8][C:4]=2[CH:3]=1.